This data is from Forward reaction prediction with 1.9M reactions from USPTO patents (1976-2016). The task is: Predict the product of the given reaction. (1) Given the reactants Cl.[NH2:2][C:3]1[C:4]2[C:14]([O:15][CH2:16][C:17]3([NH2:22])[CH2:21][CH2:20][CH2:19][CH2:18]3)=[CH:13][CH:12]=[CH:11][C:5]=2[NH:6][S:7](=[O:10])(=[O:9])[N:8]=1.C(N(CC)CC)C.[CH3:30][NH:31][C:32]1[CH:33]=[C:34]([CH:38]=[CH:39][N:40]=1)[C:35](O)=[O:36].CCN=C=NCCCN(C)C.C1C=CC2N(O)N=NC=2C=1, predict the reaction product. The product is: [NH2:2][C:3]1[C:4]2[C:14]([O:15][CH2:16][C:17]3([NH:22][C:35](=[O:36])[C:34]4[CH:38]=[CH:39][N:40]=[C:32]([NH:31][CH3:30])[CH:33]=4)[CH2:21][CH2:20][CH2:19][CH2:18]3)=[CH:13][CH:12]=[CH:11][C:5]=2[NH:6][S:7](=[O:10])(=[O:9])[N:8]=1. (2) Given the reactants [CH3:1][O:2][C:3]1[C:16]([O:17][CH3:18])=[CH:15][CH:14]=[C:13]([C:19]2[CH:27]=[CH:26][CH:25]=[C:24]3[C:20]=2[CH2:21][CH2:22][C:23]3=[O:28])[C:4]=1[O:5][CH2:6][C:7]([CH3:12])([CH3:11])[C:8](O)=[O:9].COC1C(OC)=CC=C(C2C=CC=C3C=2CCC3=O)C=1OC[C:35](C)(C)[C:36]([NH:38]C)=O, predict the reaction product. The product is: [CH3:1][O:2][C:3]1[C:16]([O:17][CH3:18])=[CH:15][CH:14]=[C:13]([C:19]2[CH:27]=[CH:26][CH:25]=[C:24]3[C:20]=2[CH2:21][CH2:22][C:23]3=[O:28])[C:4]=1[O:5][CH2:6][C:7]([CH3:12])([CH3:11])[C:8]([NH:38][CH2:36][CH3:35])=[O:9]. (3) Given the reactants [OH-:1].[Na+:2].[CH:3]1[N:7]=[CH:6][N:5]([CH2:8][C:9]([P:15]([OH:18])([OH:17])=[O:16])([P:11]([OH:14])([OH:13])=[O:12])[OH:10])[CH:4]=1.CC([OH:22])C, predict the reaction product. The product is: [CH:3]1[N:7]=[CH:6][N:5]([CH2:8][C:9]([P:11]([O-:14])([OH:13])=[O:12])([P:15]([O-:17])([OH:18])=[O:16])[OH:10])[CH:4]=1.[OH2:22].[OH2:1].[OH2:10].[OH2:10].[Na+:2].[Na+:2]. (4) The product is: [CH2:1]([N:8]1[C:16]2[CH:15]=[CH:14][CH:13]=[C:12]([OH:17])[C:11]=2[CH:10]=[C:9]1[CH3:25])[C:2]1[CH:3]=[CH:4][CH:5]=[CH:6][CH:7]=1. Given the reactants [CH2:1]([N:8]1[C:16]2[C:11](=[C:12]([O:17]CC3C=CC=CC=3)[CH:13]=[CH:14][CH:15]=2)[CH:10]=[C:9]1[CH3:25])[C:2]1[CH:7]=[CH:6][CH:5]=[CH:4][CH:3]=1.C(OCC)(=O)C, predict the reaction product.